Dataset: NCI-60 drug combinations with 297,098 pairs across 59 cell lines. Task: Regression. Given two drug SMILES strings and cell line genomic features, predict the synergy score measuring deviation from expected non-interaction effect. (1) Drug 1: C1=CC(=CC=C1CCCC(=O)O)N(CCCl)CCCl. Drug 2: C1C(C(OC1N2C=NC3=C2NC=NCC3O)CO)O. Cell line: MOLT-4. Synergy scores: CSS=49.6, Synergy_ZIP=2.28, Synergy_Bliss=-1.30, Synergy_Loewe=-3.89, Synergy_HSA=-0.0106. (2) Drug 1: C1=CC(=CC=C1C#N)C(C2=CC=C(C=C2)C#N)N3C=NC=N3. Drug 2: CCC1(C2=C(COC1=O)C(=O)N3CC4=CC5=C(C=CC(=C5CN(C)C)O)N=C4C3=C2)O.Cl. Cell line: RXF 393. Synergy scores: CSS=12.5, Synergy_ZIP=-4.38, Synergy_Bliss=-4.63, Synergy_Loewe=-22.3, Synergy_HSA=-4.11. (3) Drug 1: C1CN(CCN1C(=O)CCBr)C(=O)CCBr. Drug 2: CC1C(C(CC(O1)OC2CC(CC3=C2C(=C4C(=C3O)C(=O)C5=CC=CC=C5C4=O)O)(C(=O)C)O)N)O. Cell line: M14. Synergy scores: CSS=38.0, Synergy_ZIP=-7.88, Synergy_Bliss=-8.61, Synergy_Loewe=-28.6, Synergy_HSA=-6.49. (4) Drug 1: C1=CC(=CC=C1CCC2=CNC3=C2C(=O)NC(=N3)N)C(=O)NC(CCC(=O)O)C(=O)O. Drug 2: CC=C1C(=O)NC(C(=O)OC2CC(=O)NC(C(=O)NC(CSSCCC=C2)C(=O)N1)C(C)C)C(C)C. Synergy scores: CSS=65.3, Synergy_ZIP=-3.19, Synergy_Bliss=-3.27, Synergy_Loewe=-2.29, Synergy_HSA=-0.631. Cell line: SF-268. (5) Drug 2: C(CN)CNCCSP(=O)(O)O. Cell line: HCT116. Drug 1: C1CNP(=O)(OC1)N(CCCl)CCCl. Synergy scores: CSS=3.04, Synergy_ZIP=2.63, Synergy_Bliss=5.76, Synergy_Loewe=1.58, Synergy_HSA=2.50. (6) Drug 1: CN1CCC(CC1)COC2=C(C=C3C(=C2)N=CN=C3NC4=C(C=C(C=C4)Br)F)OC. Drug 2: CCC1=CC2CC(C3=C(CN(C2)C1)C4=CC=CC=C4N3)(C5=C(C=C6C(=C5)C78CCN9C7C(C=CC9)(C(C(C8N6C)(C(=O)OC)O)OC(=O)C)CC)OC)C(=O)OC.C(C(C(=O)O)O)(C(=O)O)O. Cell line: K-562. Synergy scores: CSS=86.7, Synergy_ZIP=6.87, Synergy_Bliss=4.11, Synergy_Loewe=-2.10, Synergy_HSA=5.55. (7) Drug 1: C#CCC(CC1=CN=C2C(=N1)C(=NC(=N2)N)N)C3=CC=C(C=C3)C(=O)NC(CCC(=O)O)C(=O)O. Drug 2: CC12CCC3C(C1CCC2OP(=O)(O)O)CCC4=C3C=CC(=C4)OC(=O)N(CCCl)CCCl.[Na+]. Cell line: MOLT-4. Synergy scores: CSS=-0.669, Synergy_ZIP=0.412, Synergy_Bliss=0.533, Synergy_Loewe=-1.72, Synergy_HSA=-1.86. (8) Drug 1: CC1=CC=C(C=C1)C2=CC(=NN2C3=CC=C(C=C3)S(=O)(=O)N)C(F)(F)F. Drug 2: CCC1=C2CN3C(=CC4=C(C3=O)COC(=O)C4(CC)O)C2=NC5=C1C=C(C=C5)O. Cell line: MOLT-4. Synergy scores: CSS=58.5, Synergy_ZIP=5.83, Synergy_Bliss=6.75, Synergy_Loewe=-26.0, Synergy_HSA=4.75. (9) Drug 1: C1=C(C(=O)NC(=O)N1)N(CCCl)CCCl. Drug 2: C1=NC2=C(N1)C(=S)N=CN2. Cell line: SNB-75. Synergy scores: CSS=7.86, Synergy_ZIP=-14.1, Synergy_Bliss=-14.8, Synergy_Loewe=-23.2, Synergy_HSA=-12.2. (10) Drug 1: CC1=C2C(C(=O)C3(C(CC4C(C3C(C(C2(C)C)(CC1OC(=O)C(C(C5=CC=CC=C5)NC(=O)C6=CC=CC=C6)O)O)OC(=O)C7=CC=CC=C7)(CO4)OC(=O)C)O)C)OC(=O)C. Drug 2: C(CN)CNCCSP(=O)(O)O. Cell line: M14. Synergy scores: CSS=55.9, Synergy_ZIP=5.83, Synergy_Bliss=7.14, Synergy_Loewe=-49.2, Synergy_HSA=6.32.